Predict the reaction yield, written as a fraction of the theoretical maximum amount of product (1.0 means a 100% yield; for example, 0.34 means a 34% yield). From a dataset of Reaction yield outcomes from USPTO patents with 853,638 reactions. (1) The reactants are C(NC(C)C)(C)C.C([Li])CCC.[CH3:13][O:14][C:15](=[O:27])[CH2:16][C:17]1[CH:22]=[CH:21][C:20]([Cl:23])=[C:19]([N+:24]([O-:26])=[O:25])[CH:18]=1.I[CH2:29][CH:30]1[CH2:34][CH2:33][CH2:32][CH2:31]1. The catalyst is O1CCCC1.CN1CCCN(C)C1=O. The product is [CH3:13][O:14][C:15](=[O:27])[CH:16]([C:17]1[CH:22]=[CH:21][C:20]([Cl:23])=[C:19]([N+:24]([O-:26])=[O:25])[CH:18]=1)[CH2:29][CH:30]1[CH2:34][CH2:33][CH2:32][CH2:31]1. The yield is 0.320. (2) The reactants are [CH3:1][O:2][C:3](=[O:14])[C:4]1[CH:9]=[C:8]([NH2:10])[C:7]([OH:11])=[C:6]([F:12])[C:5]=1[F:13].C(=O)([O-])O.[Na+].Cl[CH2:21][C:22](Cl)=[O:23]. The catalyst is [Cl-].C([N+](CC)(CC)CC)C1C=CC=CC=1.C(Cl)(Cl)Cl. The product is [F:13][C:5]1[C:4]([C:3]([O:2][CH3:1])=[O:14])=[CH:9][C:8]2[NH:10][C:22](=[O:23])[CH2:21][O:11][C:7]=2[C:6]=1[F:12]. The yield is 0.560. (3) The reactants are [F:1][C:2]1[C:7]([N:8]2[C:12]([S:13]([C:16]3[CH:21]=[CH:20][CH:19]=[C:18]([CH3:22])[CH:17]=3)(=[O:15])=[O:14])=[CH:11][C:10]([C:23](OCC)=[O:24])=[N:9]2)=[CH:6][CH:5]=[CH:4][N:3]=1.[H-].C([Al+]CC(C)C)C(C)C.Cl. The catalyst is O1CCCC1.C1(C)C=CC=CC=1. The product is [F:1][C:2]1[C:7]([N:8]2[C:12]([S:13]([C:16]3[CH:21]=[CH:20][CH:19]=[C:18]([CH3:22])[CH:17]=3)(=[O:15])=[O:14])=[CH:11][C:10]([CH2:23][OH:24])=[N:9]2)=[CH:6][CH:5]=[CH:4][N:3]=1. The yield is 0.940. (4) The reactants are C(Cl)(=O)C=O.[F:6][C:7]1[C:8]([O:18][CH3:19])=[C:9](/[CH:14]=[CH:15]\[CH2:16][OH:17])[C:10]([F:13])=[CH:11][CH:12]=1.C[N:21](C)[C:22]1[CH:27]=CC=CC=1.CC[N:31](CC)CC.[OH2:36]. The catalyst is C(Cl)Cl. The product is [N+:21](=[CH:22][C:27]([O:17][CH2:16]/[CH:15]=[CH:14]\[C:9]1[C:10]([F:13])=[CH:11][CH:12]=[C:7]([F:6])[C:8]=1[O:18][CH3:19])=[O:36])=[N-:31]. The yield is 0.800. (5) The reactants are [Br:1][C:2]1[CH:3]=[C:4]([NH:13][C:14]([NH2:16])=[S:15])[CH:5]=[C:6]([N:8]2[CH:12]=[CH:11][CH:10]=[N:9]2)[CH:7]=1.BrBr.N. The catalyst is C(Cl)Cl.O. The product is [Br:1][C:2]1[C:3]2[S:15][C:14]([NH2:16])=[N:13][C:4]=2[CH:5]=[C:6]([N:8]2[CH:12]=[CH:11][CH:10]=[N:9]2)[CH:7]=1. The yield is 0.300. (6) The reactants are [Cl:1][C:2]1[N:11]=[C:10](Cl)[C:9]2[C:4](=[CH:5][CH:6]=[CH:7][CH:8]=2)[N:3]=1.C(N(CC)C(C)C)(C)C.[NH2:22][CH2:23][C:24]([C:32]1[CH:37]=[CH:36][CH:35]=[CH:34][CH:33]=1)([C:26]1[CH:31]=[CH:30][CH:29]=[CH:28][CH:27]=1)[OH:25]. The catalyst is C1COCC1.O. The product is [Cl:1][C:2]1[N:11]=[C:10]([NH:22][CH2:23][C:24]([C:32]2[CH:37]=[CH:36][CH:35]=[CH:34][CH:33]=2)([C:26]2[CH:31]=[CH:30][CH:29]=[CH:28][CH:27]=2)[OH:25])[C:9]2[C:4](=[CH:5][CH:6]=[CH:7][CH:8]=2)[N:3]=1. The yield is 0.820. (7) The reactants are [N+:1]([O-:4])([OH:3])=[O:2].C(OC(=O)C)(=O)C.[CH2:12](O)[C:13]#[C:14][CH2:15][OH:16]. The catalyst is C1COCC1.CCOC(C)=O. The product is [N+:1]([O:4][CH2:12][C:13]#[C:14][CH2:15][OH:16])([O-:3])=[O:2]. The yield is 0.620.